The task is: Binary Classification. Given a drug SMILES string, predict its activity (active/inactive) in a high-throughput screening assay against a specified biological target.. This data is from M1 muscarinic receptor antagonist screen with 61,756 compounds. (1) The molecule is S(=O)(=O)(N(CC(=O)Nc1cc(c(cc1)C)C)C)c1[nH]cnc1. The result is 0 (inactive). (2) The drug is S(=O)(=O)(NCc1ccncc1)c1ccc(OCC(OCC)=O)cc1. The result is 0 (inactive). (3) The drug is S(=O)(=O)(N(C)C)c1cc(c2n(c3c(OC)ccc(OC)c3)c(SCC(C)=C)nn2)ccc1. The result is 0 (inactive). (4) The result is 0 (inactive). The molecule is s1c(nn2c(nnc12)C1Oc2c(OC1)cccc2)CCc1ccccc1. (5) The drug is o1nc2CCc3nc4c(nc3c2n1)cccc4. The result is 0 (inactive). (6) The compound is O=C1N(C(=O)c2c1cc(N)cc2)c1ccc(cc1)C. The result is 0 (inactive). (7) The compound is Fc1ccc(N2CCN(CC2)CC(=O)Nc2cc(ccc2)C(F)(F)F)cc1. The result is 0 (inactive). (8) The compound is OC(c1n(CCCC)c2c(n1)cccc2)C. The result is 0 (inactive). (9) The compound is O=C1N(C(=O)CC1N1CCN(CC1)c1ccc(OC)cc1)CC. The result is 0 (inactive). (10) The molecule is O(c1cc2c(NC(C=C2C)(C)C)cc1)C(=O)c1occc1. The result is 0 (inactive).